The task is: Predict the reactants needed to synthesize the given product.. This data is from Full USPTO retrosynthesis dataset with 1.9M reactions from patents (1976-2016). (1) Given the product [CH3:14][O:13][C:12]1[CH:11]=[C:10]2[C:5]3[C:6]([N:15]([C:16]4[CH:17]=[CH:18][CH:19]=[CH:20][CH:21]=4)[C:23](=[O:24])[NH:22][C:4]=3[C:3]=1[O:2][CH3:1])=[N:7][CH:8]=[N:9]2, predict the reactants needed to synthesize it. The reactants are: [CH3:1][O:2][C:3]1[C:12]([O:13][CH3:14])=[CH:11][C:10]2[N:9]=[CH:8][N:7]=[C:6]([NH:15][C:16]3[CH:21]=[CH:20][CH:19]=[CH:18][CH:17]=3)[C:5]=2[C:4]=1[NH2:22].[C:23](N1C=CN=C1)(N1C=CN=C1)=[O:24]. (2) Given the product [O:20]1[CH:21]=[CH:22][CH:23]([C:7]2[C:2]([F:1])=[N:3][CH:4]=[CH:5][CH:6]=2)[CH2:24]1, predict the reactants needed to synthesize it. The reactants are: [F:1][C:2]1[C:7](I)=[CH:6][CH:5]=[CH:4][N:3]=1.C(=O)([O-])[O-].[K+].[K+].CN(C=O)C.[O:20]1[CH2:24][CH:23]=[CH:22][CH2:21]1. (3) Given the product [CH3:1][C:2]1([C:7]2[CH:14]=[CH:13][C:10]([CH2:11][NH2:12])=[CH:9][CH:8]=2)[O:3][CH2:4][CH2:5][O:6]1, predict the reactants needed to synthesize it. The reactants are: [CH3:1][C:2]1([C:7]2[CH:14]=[CH:13][C:10]([C:11]#[N:12])=[CH:9][CH:8]=2)[O:6][CH2:5][CH2:4][O:3]1.[H][H]. (4) The reactants are: [CH2:1]([O:8][C:9]([N:11]1[CH2:16][CH2:15][CH:14]([C:17]([OH:19])=O)[CH2:13][CH2:12]1)=[O:10])[C:2]1[CH:7]=[CH:6][CH:5]=[CH:4][CH:3]=1.S(Cl)([Cl:22])=O. Given the product [Cl:22][C:17]([CH:14]1[CH2:15][CH2:16][N:11]([C:9]([O:8][CH2:1][C:2]2[CH:7]=[CH:6][CH:5]=[CH:4][CH:3]=2)=[O:10])[CH2:12][CH2:13]1)=[O:19], predict the reactants needed to synthesize it.